This data is from Reaction yield outcomes from USPTO patents with 853,638 reactions. The task is: Predict the reaction yield, written as a fraction of the theoretical maximum amount of product (1.0 means a 100% yield; for example, 0.34 means a 34% yield). (1) The yield is 0.960. The reactants are C([O:3][C:4](=[O:25])[C@@H:5]([N:11]1[CH2:15][C:14]([O:16][C:17]2[CH:22]=[CH:21][CH:20]=[CH:19][C:18]=2[Cl:23])=[CH:13][C:12]1=[O:24])[CH2:6][CH:7]([CH3:10])[CH2:8][CH3:9])C.[OH-].[Li+]. The catalyst is O1CCCC1. The product is [Cl:23][C:18]1[CH:19]=[CH:20][CH:21]=[CH:22][C:17]=1[O:16][C:14]1[CH2:15][N:11]([C@@H:5]([CH2:6][CH:7]([CH3:10])[CH2:8][CH3:9])[C:4]([OH:25])=[O:3])[C:12](=[O:24])[CH:13]=1. (2) The reactants are S(=O)(=O)(O)[OH:2].[NH2:6][C:7]1[S:11][N:10]=[C:9]([CH3:12])[C:8]=1[C:13]#[N:14].N. No catalyst specified. The product is [NH2:6][C:7]1[S:11][N:10]=[C:9]([CH3:12])[C:8]=1[C:13]([NH2:14])=[O:2]. The yield is 0.800.